From a dataset of Catalyst prediction with 721,799 reactions and 888 catalyst types from USPTO. Predict which catalyst facilitates the given reaction. (1) Reactant: [CH3:1][N:2]1[CH2:7][CH2:6][NH:5][CH:4]([C:8]2[CH:13]=[CH:12][CH:11]=[CH:10][CH:9]=2)[CH2:3]1.C(N(CC)CC)C.[C:21](Cl)(=[O:25])[CH2:22][CH2:23][CH3:24]. Product: [C:21]([CH:3]1[CH:4]([C:8]2[CH:9]=[CH:10][CH:11]=[CH:12][CH:13]=2)[NH:5][CH2:6][CH2:7][N:2]1[CH3:1])(=[O:25])[CH2:22][CH2:23][CH3:24]. The catalyst class is: 4. (2) Reactant: [NH2:1][C:2]1[CH:7]=[CH:6][C:5]([C:8]([N:10]2[CH2:15][CH2:14][N:13]([CH2:16][C:17]3[CH:22]=[CH:21][C:20]([C:23]([OH:32])([C:28]([F:31])([F:30])[F:29])[C:24]([F:27])([F:26])[F:25])=[CH:19][CH:18]=3)[CH2:12][CH2:11]2)=[O:9])=[CH:4][C:3]=1[O:33][C:34]([F:37])([F:36])[F:35].[N:38]1[CH:43]=[CH:42][C:41]([NH:44][C:45](=O)[O:46]C2C=CC=CC=2)=[CH:40][CH:39]=1. Product: [F:27][C:24]([F:25])([F:26])[C:23]([C:20]1[CH:21]=[CH:22][C:17]([CH2:16][N:13]2[CH2:14][CH2:15][N:10]([C:8]([C:5]3[CH:6]=[CH:7][C:2]([NH:1][C:45]([NH:44][C:41]4[CH:42]=[CH:43][N:38]=[CH:39][CH:40]=4)=[O:46])=[C:3]([O:33][C:34]([F:36])([F:37])[F:35])[CH:4]=3)=[O:9])[CH2:11][CH2:12]2)=[CH:18][CH:19]=1)([OH:32])[C:28]([F:29])([F:30])[F:31]. The catalyst class is: 12. (3) Reactant: [Cl:1][C:2]1[CH:7]=[CH:6][C:5]([N+:8]([O-])=O)=[CH:4][C:3]=1[NH:11][C:12](=[O:19])[C:13]1[CH:18]=[CH:17][CH:16]=[CH:15][CH:14]=1.O.O.[Sn](Cl)Cl.C(Cl)Cl. Product: [NH2:8][C:5]1[CH:6]=[CH:7][C:2]([Cl:1])=[C:3]([NH:11][C:12](=[O:19])[C:13]2[CH:18]=[CH:17][CH:16]=[CH:15][CH:14]=2)[CH:4]=1. The catalyst class is: 8. (4) Reactant: [S:1]1[CH:5]=[CH:4][CH:3]=[C:2]1[C:6]([OH:8])=O.CCN(C(C)C)C(C)C.[CH3:18][O:19][C:20]1[CH:21]=[C:22]([NH:26][C:27]2[CH:32]=[C:31]([N:33]([CH3:35])[CH3:34])[N:30]=[C:29]([N:36]3[CH2:41][CH2:40][NH:39][CH2:38][CH2:37]3)[N:28]=2)[CH:23]=[CH:24][CH:25]=1.C([O-])(O)=O.[Na+]. Product: [CH3:18][O:19][C:20]1[CH:21]=[C:22]([NH:26][C:27]2[CH:32]=[C:31]([N:33]([CH3:35])[CH3:34])[N:30]=[C:29]([N:36]3[CH2:41][CH2:40][N:39]([C:6]([C:2]4[S:1][CH:5]=[CH:4][CH:3]=4)=[O:8])[CH2:38][CH2:37]3)[N:28]=2)[CH:23]=[CH:24][CH:25]=1. The catalyst class is: 3.